From a dataset of Reaction yield outcomes from USPTO patents with 853,638 reactions. Predict the reaction yield, written as a fraction of the theoretical maximum amount of product (1.0 means a 100% yield; for example, 0.34 means a 34% yield). (1) The product is [NH2:12][C:9]1[CH:8]=[CH:7][C:6]([C:2]([CH3:5])([CH3:1])[C:3]#[N:4])=[CH:11][CH:10]=1. The reactants are [CH3:1][C:2]([C:6]1[CH:11]=[CH:10][C:9]([N+:12]([O-])=O)=[CH:8][CH:7]=1)([CH3:5])[C:3]#[N:4]. The catalyst is C(OCC)(=O)C.[Pd]. The yield is 0.990. (2) The reactants are [Br:1][C:2]1[CH:3]=[C:4]2[C:9](=[CH:10][CH:11]=1)[N:8]=[C:7]([O:12][CH3:13])[C:6]1[C:14]([CH3:26])([O:21][CH2:22][CH:23]3[CH2:25][O:24]3)[C:15]3[C:20]([C:5]2=1)=[CH:19][CH:18]=[CH:17][CH:16]=3.[Cl-].[NH4+].[N-:29]=[N+:30]=[N-:31].[Na+]. The catalyst is CO.O.C(OCC)(=O)C. The product is [N:29]([CH2:25][CH:23]([OH:24])[CH2:22][O:21][C:14]1([CH3:26])[C:6]2[C:7]([O:12][CH3:13])=[N:8][C:9]3[C:4]([C:5]=2[C:20]2[C:15]1=[CH:16][CH:17]=[CH:18][CH:19]=2)=[CH:3][C:2]([Br:1])=[CH:11][CH:10]=3)=[N+:30]=[N-:31]. The yield is 0.800.